Dataset: Reaction yield outcomes from USPTO patents with 853,638 reactions. Task: Predict the reaction yield, written as a fraction of the theoretical maximum amount of product (1.0 means a 100% yield; for example, 0.34 means a 34% yield). (1) The reactants are [Cl:1][C:2]1[C:3]([CH2:12][NH2:13])=[N:4][CH:5]=[C:6]([C:8]([F:11])([F:10])[F:9])[CH:7]=1.[F:14][C:15]([F:41])([F:40])[C:16]1[CH:21]=[CH:20][C:19]([C:22]2[C:23]([C:28]([NH:30][C:31]3[CH:32]=[C:33]([C:37](O)=[O:38])[N:34]([CH3:36])[CH:35]=3)=[O:29])=[CH:24][CH:25]=[CH:26][CH:27]=2)=[CH:18][CH:17]=1.CN(C(ON1N=NC2C=CC=CC1=2)=[N+](C)C)C.[B-](F)(F)(F)F.C(N(C(C)C)C(C)C)C.ClCl. The catalyst is CN(C)C=O.ClCCl.C(O)C. The product is [Cl:1][C:2]1[C:3]([CH2:12][NH:13][C:37]([C:33]2[N:34]([CH3:36])[CH:35]=[C:31]([NH:30][C:28]([C:23]3[C:22]([C:19]4[CH:18]=[CH:17][C:16]([C:15]([F:41])([F:14])[F:40])=[CH:21][CH:20]=4)=[CH:27][CH:26]=[CH:25][CH:24]=3)=[O:29])[CH:32]=2)=[O:38])=[N:4][CH:5]=[C:6]([C:8]([F:11])([F:9])[F:10])[CH:7]=1. The yield is 1.00. (2) The reactants are [C:1]1([As](C2C=CC=CC=2)C2C=CC=CC=2)C=CC=CC=1.FC(F)(F)S(O[C:26]1[CH2:30][C@@H:29]([CH2:31][O:32][Si:33]([C:36]([CH3:39])([CH3:38])[CH3:37])([CH3:35])[CH3:34])[N:28]([C:40](=[O:63])[C:41]2[CH:46]=[C:45]([O:47][CH3:48])[C:44]([O:49][Si:50]([CH:57]([CH3:59])[CH3:58])([CH:54]([CH3:56])[CH3:55])[CH:51]([CH3:53])[CH3:52])=[CH:43][C:42]=2[N+:60]([O-:62])=[O:61])[CH:27]=1)(=O)=O.CB(O)O.[O-]P([O-])([O-])=O.[K+].[K+].[K+]. The catalyst is O1CCOCC1.[Ag]=O.C1C=CC(C#N)=CC=1.C1C=CC(C#N)=CC=1.Cl[Pd]Cl. The product is [Si:33]([O:32][CH2:31][C@@H:29]1[CH2:30][C:26]([CH3:1])=[CH:27][N:28]1[C:40]([C:41]1[CH:46]=[C:45]([O:47][CH3:48])[C:44]([O:49][Si:50]([CH:57]([CH3:58])[CH3:59])([CH:54]([CH3:56])[CH3:55])[CH:51]([CH3:53])[CH3:52])=[CH:43][C:42]=1[N+:60]([O-:62])=[O:61])=[O:63])([C:36]([CH3:38])([CH3:37])[CH3:39])([CH3:34])[CH3:35]. The yield is 0.550. (3) The yield is 0.480. The reactants are [Br-].[CH2:2]([Zn+])[C:3]1[CH:8]=[CH:7][CH:6]=[CH:5][CH:4]=1.C1COCC1.[O:15]1[C:19]2[CH:20]=[CH:21][C:22]([C:24]3([C:27]([NH:29][C:30]4[CH:35]=[CH:34][N:33]=[C:32](Cl)[CH:31]=4)=[O:28])[CH2:26][CH2:25]3)=[CH:23][C:18]=2[O:17][CH2:16]1. The catalyst is C1C=CC(P(C2C=CC=CC=2)[C-]2C=CC=C2)=CC=1.C1C=CC(P(C2C=CC=CC=2)[C-]2C=CC=C2)=CC=1.Cl[Pd]Cl.[Fe+2]. The product is [O:15]1[C:19]2[CH:20]=[CH:21][C:22]([C:24]3([C:27]([NH:29][C:30]4[CH:35]=[CH:34][N:33]=[C:32]([CH2:2][C:3]5[CH:8]=[CH:7][CH:6]=[CH:5][CH:4]=5)[CH:31]=4)=[O:28])[CH2:26][CH2:25]3)=[CH:23][C:18]=2[O:17][CH2:16]1. (4) The catalyst is C1COCC1. The product is [CH2:1]([O:8][C:9](=[O:10])[NH:11][C@@H:12]([CH:16]1[CH2:18][CH2:17]1)[CH2:13][OH:14])[C:2]1[CH:7]=[CH:6][CH:5]=[CH:4][CH:3]=1. The reactants are [CH2:1]([O:8][C:9]([NH:11][C@@H:12]([CH:16]1[CH2:18][CH2:17]1)[C:13](O)=[O:14])=[O:10])[C:2]1[CH:7]=[CH:6][CH:5]=[CH:4][CH:3]=1.Cl. The yield is 0.500. (5) The reactants are [N:1]1([C:6]([C@@H:8]([NH:11]C(=O)OCC2C=CC=CC=2)[CH2:9][CH3:10])=[O:7])[CH2:5][CH2:4][CH2:3][CH2:2]1.CO. The catalyst is [OH-].[OH-].[Pd+2]. The product is [N:1]1([C:6]([C@@H:8]([NH2:11])[CH2:9][CH3:10])=[O:7])[CH2:5][CH2:4][CH2:3][CH2:2]1. The yield is 0.970. (6) The reactants are [NH2:1][C:2]1[S:6][N:5]=[C:4]([CH3:7])[C:3]=1[C:8]([NH:10][C:11]1[CH:12]=[N:13][C:14]([O:17][CH3:18])=[CH:15][CH:16]=1)=[O:9].Cl[C:20]1[S:21][C:22]2[CH:28]=[CH:27][CH:26]=[C:25]([C:29]([F:32])([F:31])[F:30])[C:23]=2[N:24]=1.C(=O)([O-])[O-].[Cs+].[Cs+].CC1(C)C2C(=C(P(C3C=CC=CC=3)C3C=CC=CC=3)C=CC=2)OC2C(P(C3C=CC=CC=3)C3C=CC=CC=3)=CC=CC1=2. The catalyst is O1CCOCC1.CN(C=O)C.C([O-])(=O)C.[Pd+2].C([O-])(=O)C. The product is [CH3:18][O:17][C:14]1[N:13]=[CH:12][C:11]([NH:10][C:8]([C:3]2[C:4]([CH3:7])=[N:5][S:6][C:2]=2[NH:1][C:20]2[S:21][C:22]3[CH:28]=[CH:27][CH:26]=[C:25]([C:29]([F:32])([F:31])[F:30])[C:23]=3[N:24]=2)=[O:9])=[CH:16][CH:15]=1. The yield is 0.420. (7) The catalyst is O.C1(C)C=CC=CC=1. The yield is 0.680. The product is [CH:6]1[CH:7]=[N:2][CH:3]=[C:4]([CH2:8][C:9]([P:16]([OH:19])([OH:18])=[O:17])([P:12]([OH:15])([OH:14])=[O:13])[OH:11])[CH:5]=1. The reactants are Cl.[N:2]1[CH:7]=[CH:6][CH:5]=[C:4]([CH2:8][C:9]([OH:11])=O)[CH:3]=1.[P:12]([OH:15])([OH:14])[OH:13].[P:16](=O)([OH:19])([OH:18])[OH:17].P(Cl)(Cl)(Cl)=O. (8) The reactants are [CH3:1][O:2][C:3]1[CH:4]=[C:5]2[C:10](=[CH:11][C:12]=1[O:13][CH3:14])[N:9]=[CH:8][CH:7]=[C:6]2[O:15][C:16]1[CH:22]=[CH:21][C:19]([NH2:20])=[C:18]([CH3:23])[C:17]=1[CH3:24].C1(C)C=CC=CC=1.C(N(CC)CC)C.Cl[C:40](Cl)([O:42]C(=O)OC(Cl)(Cl)Cl)Cl.[Cl:51][C:52]1[CH:53]=[C:54]([CH:58]=[CH:59][CH:60]=1)[CH:55]([OH:57])[CH3:56]. The catalyst is C(Cl)Cl. The product is [CH3:1][O:2][C:3]1[CH:4]=[C:5]2[C:10](=[CH:11][C:12]=1[O:13][CH3:14])[N:9]=[CH:8][CH:7]=[C:6]2[O:15][C:16]1[CH:22]=[CH:21][C:19]([NH:20][C:40](=[O:42])[O:57][CH:55]([C:54]2[CH:58]=[CH:59][CH:60]=[C:52]([Cl:51])[CH:53]=2)[CH3:56])=[C:18]([CH3:23])[C:17]=1[CH3:24]. The yield is 0.490.